From a dataset of Catalyst prediction with 721,799 reactions and 888 catalyst types from USPTO. Predict which catalyst facilitates the given reaction. (1) Reactant: C(N1C=CN=C1)(N1C=CN=C1)=O.[Cl:13][C:14]1[CH:19]=[C:18]([S:20]([C:23]2[CH:28]=[CH:27][C:26]([C:29]([OH:31])=O)=[CH:25][CH:24]=2)(=[O:22])=[O:21])[CH:17]=[CH:16][C:15]=1[NH:32][C:33](=[O:41])[C@:34]([OH:40])([CH3:39])[C:35]([F:38])([F:37])[F:36].[CH2:42]([CH2:44][NH2:45])[OH:43]. Product: [Cl:13][C:14]1[CH:19]=[C:18]([S:20]([C:23]2[CH:24]=[CH:25][C:26]([C:29](=[O:31])[NH:45][CH2:44][CH2:42][OH:43])=[CH:27][CH:28]=2)(=[O:21])=[O:22])[CH:17]=[CH:16][C:15]=1[NH:32][C:33](=[O:41])[C@:34]([OH:40])([CH3:39])[C:35]([F:37])([F:36])[F:38]. The catalyst class is: 39. (2) Reactant: [NH:1]1[CH2:6][CH2:5][O:4][CH2:3][CH2:2]1.Cl[C:8]1[N:13]=[C:12]([NH2:14])[C:11]([N+:15]([O-:17])=[O:16])=[CH:10][CH:9]=1. Product: [N:1]1([C:8]2[N:13]=[C:12]([NH2:14])[C:11]([N+:15]([O-:17])=[O:16])=[CH:10][CH:9]=2)[CH2:6][CH2:5][O:4][CH2:3][CH2:2]1. The catalyst class is: 23. (3) The catalyst class is: 62. Reactant: [N:1]([CH2:4][C@@H:5]1[CH2:23][NH:22][C:9]2[C:10]3[C:11]4[CH:12]=[CH:13][C:14](Cl)=[N:15][C:16]=4[CH:17]=[CH:18][C:19]=3[S:20][C:8]=2[C:7](=[O:24])[NH:6]1)=[N+:2]=[N-:3].[F:25][C:26]1[N:31]=[CH:30][N:29]=[C:28]([NH2:32])[CH:27]=1.CC1(C)C2C(=C(P(C3C=CC=CC=3)C3C=CC=CC=3)C=CC=2)OC2C(P(C3C=CC=CC=3)C3C=CC=CC=3)=CC=CC1=2.C(=O)([O-])[O-].[Cs+].[Cs+]. Product: [N:1]([CH2:4][C@@H:5]1[CH2:23][NH:22][C:9]2[C:10]3[C:11]4[CH:12]=[CH:13][C:14]([NH:32][C:28]5[CH:27]=[C:26]([F:25])[N:31]=[CH:30][N:29]=5)=[N:15][C:16]=4[CH:17]=[CH:18][C:19]=3[S:20][C:8]=2[C:7](=[O:24])[NH:6]1)=[N+:2]=[N-:3]. (4) Reactant: [O:1]=[C:2]1[NH:8][C:7]2[CH:9]=[CH:10][CH:11]=[CH:12][C:6]=2[O:5][C@H:4]([C:13]2[CH:18]=[CH:17][CH:16]=[CH:15][CH:14]=2)[C@@H:3]1[NH:19][C:20](=[O:27])[C@H:21]([CH2:23][CH:24]([CH3:26])[CH3:25])[NH2:22].[F:28][C:29]1[CH:30]=[C:31]([CH2:36][C:37](O)=[O:38])[CH:32]=[C:33]([F:35])[CH:34]=1.C1C=CC2N(O)N=NC=2C=1.CN1CCOCC1.CCN=C=NCCCN(C)C.Cl. Product: [F:28][C:29]1[CH:30]=[C:31]([CH2:36][C:37]([NH:22][C@H:21]([C:20]([NH:19][C@@H:3]2[C:2](=[O:1])[NH:8][C:7]3[CH:9]=[CH:10][CH:11]=[CH:12][C:6]=3[O:5][C@@H:4]2[C:13]2[CH:18]=[CH:17][CH:16]=[CH:15][CH:14]=2)=[O:27])[CH2:23][CH:24]([CH3:25])[CH3:26])=[O:38])[CH:32]=[C:33]([F:35])[CH:34]=1. The catalyst class is: 34. (5) Reactant: Br[CH2:2][CH2:3][CH2:4][CH2:5][CH2:6][CH2:7][C:8]([OH:10])=[O:9].CN(C=O)C.[N-:16]=[N+:17]=[N-:18].[Na+]. Product: [N:16]([CH2:2][CH2:3][CH2:4][CH2:5][CH2:6][CH2:7][C:8]([OH:10])=[O:9])=[N+:17]=[N-:18]. The catalyst class is: 2.